The task is: Predict which catalyst facilitates the given reaction.. This data is from Catalyst prediction with 721,799 reactions and 888 catalyst types from USPTO. (1) Reactant: C(S[C:5]1[CH:10]=[CH:9][CH:8]=[CH:7][C:6]=1[C:11]1[N:23]([CH3:24])[C:14]2=[N:15][CH:16]=[C:17]([C:19]([F:22])([F:21])[F:20])[CH:18]=[C:13]2[N:12]=1)CC.Cl[C:26]1C=CC=C(C(OO)=O)[CH:27]=1.C(=O)([O-])O.[Na+].[S:41]([O-:45])([O-])(=[O:43])=S.[Na+].[Na+]. Product: [CH2:26]([S:41]([C:5]1[CH:10]=[CH:9][CH:8]=[CH:7][C:6]=1[C:11]1[N:23]([CH3:24])[C:14]2=[N:15][CH:16]=[C:17]([C:19]([F:22])([F:20])[F:21])[CH:18]=[C:13]2[N:12]=1)(=[O:45])=[O:43])[CH3:27]. The catalyst class is: 22. (2) Reactant: [CH3:1][C:2]1[O:6][N:5]=[C:4]([C:7]2[CH:12]=[CH:11][CH:10]=[CH:9][CH:8]=2)[C:3]=1[CH2:13]O.S(Cl)([Cl:17])=O. Product: [Cl:17][CH2:13][C:3]1[C:4]([C:7]2[CH:12]=[CH:11][CH:10]=[CH:9][CH:8]=2)=[N:5][O:6][C:2]=1[CH3:1]. The catalyst class is: 46. (3) Reactant: [C:1](Cl)(=[O:5])[CH2:2][CH2:3][CH3:4].[NH2:7][C:8]1[CH:13]=[C:12]([O:14][C:15]2[CH:20]=[CH:19][C:18]([N+:21]([O-:23])=[O:22])=[CH:17][CH:16]=2)[CH:11]=[CH:10][N:9]=1.C(N(CC)CC)C.O1CCCC1. Product: [C:1]([NH:7][C:8]1[CH:13]=[C:12]([O:14][C:15]2[CH:16]=[CH:17][C:18]([N+:21]([O-:23])=[O:22])=[CH:19][CH:20]=2)[CH:11]=[CH:10][N:9]=1)(=[O:5])[CH2:2][CH2:3][CH3:4]. The catalyst class is: 6. (4) Reactant: CCN=C=NCCCN(C)C.[CH3:12][O:13][C:14]1[CH:15]=[C:16]2[C:21](=[CH:22][C:23]=1[O:24][CH3:25])[N:20]=[CH:19][CH:18]=[C:17]2[O:26][C:27]1[CH:32]=[CH:31][C:30]([N:33]2[CH2:37][CH2:36][CH:35]([C:38](O)=[O:39])[C:34]2=[O:41])=[CH:29][C:28]=1[F:42].C1C=CC2N(O)N=NC=2C=1.[F:53][C:54]1[CH:60]=[CH:59][C:57]([NH2:58])=[CH:56][CH:55]=1.CCN(CC)CC. Product: [CH3:12][O:13][C:14]1[CH:15]=[C:16]2[C:21](=[CH:22][C:23]=1[O:24][CH3:25])[N:20]=[CH:19][CH:18]=[C:17]2[O:26][C:27]1[CH:32]=[CH:31][C:30]([N:33]2[CH2:37][CH2:36][CH:35]([C:38]([NH:58][C:57]3[CH:59]=[CH:60][C:54]([F:53])=[CH:55][CH:56]=3)=[O:39])[C:34]2=[O:41])=[CH:29][C:28]=1[F:42]. The catalyst class is: 31. (5) The catalyst class is: 2. Reactant: [ClH:1].[CH3:2][O:3][C:4](=[O:26])[CH2:5][N:6]1[C:12]2[CH:13]=[CH:14][CH:15]=[CH:16][C:11]=2[NH:10][CH2:9][C@H:8]([NH:17]C(OC(C)(C)C)=O)[C:7]1=[O:25]. Product: [ClH:1].[CH3:2][O:3][C:4](=[O:26])[CH2:5][N:6]1[C:12]2[CH:13]=[CH:14][CH:15]=[CH:16][C:11]=2[NH:10][CH2:9][C@H:8]([NH2:17])[C:7]1=[O:25]. (6) Reactant: [OH:1][C:2]1[CH:3]=[C:4]([CH:8]([CH:12]2C(=O)OC(C)(C)[O:14][C:13]2=[O:21])[CH2:9][CH:10]=[CH2:11])[CH:5]=[CH:6][CH:7]=1.CN(C=O)C.O. Product: [OH:1][C:2]1[CH:3]=[C:4]([CH:8]([CH2:9][CH:10]=[CH2:11])[CH2:12][C:13]([OH:21])=[O:14])[CH:5]=[CH:6][CH:7]=1. The catalyst class is: 25. (7) Reactant: [NH2:1][C@@H:2]([CH2:18][C:19]1[CH:24]=[CH:23][CH:22]=[CH:21][CH:20]=1)[C@@H:3]([C@H:5]1[CH2:9][C@@H:8]([OH:10])[CH2:7][N:6]1[C:11]([O:13][C:14]([CH3:17])([CH3:16])[CH3:15])=[O:12])[OH:4].[C:25](O[C:25]([O:27][CH2:28][C:29]1[CH:34]=[CH:33][CH:32]=[CH:31][CH:30]=1)=[O:26])([O:27][CH2:28][C:29]1[CH:34]=[CH:33][CH:32]=[CH:31][CH:30]=1)=[O:26].C(N(CC)CC)C. Product: [CH2:28]([O:27][C:25]([NH:1][C@@H:2]([CH2:18][C:19]1[CH:20]=[CH:21][CH:22]=[CH:23][CH:24]=1)[C@@H:3]([C@H:5]1[CH2:9][C@@H:8]([OH:10])[CH2:7][N:6]1[C:11]([O:13][C:14]([CH3:16])([CH3:17])[CH3:15])=[O:12])[OH:4])=[O:26])[C:29]1[CH:34]=[CH:33][CH:32]=[CH:31][CH:30]=1. The catalyst class is: 5. (8) Product: [ClH:1].[Cl:1][C:2]1[CH:7]=[CH:6][C:5]([NH:8][C:9]([NH:11][CH2:12][CH2:13][N:14]([CH2:16][CH2:17][NH:18][C:19]2[CH:24]=[C:23]([N:25]3[CH2:26][CH2:27][CH2:28][CH2:29]3)[N:22]=[C:21]([N:30]3[CH2:34][CH2:33][CH2:32][CH2:31]3)[N:20]=2)[CH3:15])=[O:10])=[CH:4][C:3]=1[C:35]([F:38])([F:36])[F:37]. The catalyst class is: 5. Reactant: [Cl:1][C:2]1[CH:7]=[CH:6][C:5]([NH:8][C:9]([NH:11][CH2:12][CH2:13][N:14]([CH2:16][CH2:17][NH:18][C:19]2[CH:24]=[C:23]([N:25]3[CH2:29][CH2:28][CH2:27][CH2:26]3)[N:22]=[C:21]([N:30]3[CH2:34][CH2:33][CH2:32][CH2:31]3)[N:20]=2)[CH3:15])=[O:10])=[CH:4][C:3]=1[C:35]([F:38])([F:37])[F:36].Cl.CCOCC. (9) Reactant: N#N.[C:3]([O:7][C:8](=[O:28])[NH:9][C:10]1[C:19]2[C:14](=[CH:15][CH:16]=[CH:17][CH:18]=2)[C:13]([O:20][C:21]2[CH:26]=[CH:25][N:24]=[C:23](Cl)[N:22]=2)=[CH:12][CH:11]=1)([CH3:6])([CH3:5])[CH3:4].[NH2:29][C:30]1[CH:31]=[C:32]([CH:36]=[C:37]([O:39][CH3:40])[CH:38]=1)[C:33]([OH:35])=[O:34]. The catalyst class is: 1. Product: [C:3]([O:7][C:8]([NH:9][C:10]1[C:19]2[C:14](=[CH:15][CH:16]=[CH:17][CH:18]=2)[C:13]([O:20][C:21]2[CH:26]=[CH:25][N:24]=[C:23]([NH:29][C:30]3[CH:31]=[C:32]([CH:36]=[C:37]([O:39][CH3:40])[CH:38]=3)[C:33]([OH:35])=[O:34])[N:22]=2)=[CH:12][CH:11]=1)=[O:28])([CH3:6])([CH3:5])[CH3:4].